This data is from Full USPTO retrosynthesis dataset with 1.9M reactions from patents (1976-2016). The task is: Predict the reactants needed to synthesize the given product. (1) Given the product [CH3:79][N:76]1[CH2:75][CH2:74][N:73]([C:72]2[C:67]3[C:66]([C:81]4[CH:86]=[CH:85][CH:84]=[CH:83][CH:82]=4)=[C:65]([C:62]4[CH:63]=[CH:64][C:59]([NH:51][C:43](=[O:50])[C:44]5[CH:49]=[CH:48][CH:47]=[N:46][CH:45]=5)=[CH:60][CH:61]=4)[O:80][C:68]=3[N:69]=[CH:70][N:71]=2)[CH2:78][CH2:77]1, predict the reactants needed to synthesize it. The reactants are: CC1(C)C2C=CC=C(P(C3C=CC=CC=3)C3C=CC=CC=3)C=2OC2C1=CC=CC=2P(C1C=CC=CC=1)C1C=CC=CC=1.[C:43]([NH2:51])(=[O:50])[C:44]1[CH:49]=[CH:48][CH:47]=[N:46][CH:45]=1.C(=O)([O-])[O-].[Cs+].[Cs+].Br[C:59]1[CH:64]=[CH:63][C:62]([C:65]2[O:80][C:68]3[N:69]=[CH:70][N:71]=[C:72]([N:73]4[CH2:78][CH2:77][N:76]([CH3:79])[CH2:75][CH2:74]4)[C:67]=3[C:66]=2[C:81]2[CH:86]=[CH:85][CH:84]=[CH:83][CH:82]=2)=[CH:61][CH:60]=1. (2) Given the product [ClH:21].[CH2:1]([S:3][C:4]1[N:9]=[CH:8][N:7]=[C:6]([N:10]2[C:14](=[O:15])[C:13]([N:16]3[CH:20]=[CH:19][N:18]=[N:17]3)=[CH:12][NH:11]2)[CH:5]=1)[CH3:2], predict the reactants needed to synthesize it. The reactants are: [CH2:1]([S:3][C:4]1[N:9]=[CH:8][N:7]=[C:6]([N:10]2[C:14](=[O:15])[C:13]([N:16]3[CH:20]=[CH:19][N:18]=[N:17]3)=[CH:12][NH:11]2)[CH:5]=1)[CH3:2].[ClH:21]. (3) Given the product [CH:34]12[CH2:31][CH:29]3[CH2:44][CH:36]([CH2:37][CH:38]([CH2:30]3)[CH:42]1[NH:41][C:3](=[O:4])[C:2]([CH3:1])([N:7]1[CH2:12][CH2:11][N:10]([C:13]3[CH:18]=[CH:17][C:16]([C:19]([F:20])([F:21])[F:22])=[CH:15][N:14]=3)[CH2:9][CH2:8]1)[CH3:6])[CH2:35]2, predict the reactants needed to synthesize it. The reactants are: [CH3:1][C:2]([N:7]1[CH2:12][CH2:11][N:10]([C:13]2[CH:18]=[CH:17][C:16]([C:19]([F:22])([F:21])[F:20])=[CH:15][N:14]=2)[CH2:9][CH2:8]1)([CH3:6])[C:3](O)=[O:4].CCN([CH:29]([CH3:31])[CH3:30])C(C)C.O.O[C:34]1[C:42]2[N:41]=NN[C:38]=2[CH:37]=[CH:36][CH:35]=1.Cl.[CH3:44]N(C)CCCN=C=NCC. (4) Given the product [CH3:18][O:17][C:15]([CH:14]1[C:3](=[O:2])[CH:5]2[CH2:12][CH:11]3[CH2:10][CH:9]([O:19][C:20]([C:22]4[C:30]5[C:25](=[CH:26][CH:27]=[CH:28][CH:29]=5)[NH:24][CH:23]=4)=[O:21])[CH2:8][CH:7]([CH2:6]2)[N:13]13)=[O:16], predict the reactants needed to synthesize it. The reactants are: C[O:2][C:3]([CH:5]1[CH2:12][CH:11]2[N:13]([CH2:14][C:15]([O:17][CH3:18])=[O:16])[CH:7]([CH2:8][CH:9]([O:19][C:20]([C:22]3[C:30]4[C:25](=[CH:26][CH:27]=[CH:28][CH:29]=4)[NH:24][CH:23]=3)=[O:21])[CH2:10]2)[CH2:6]1)=O.CC(C)([O-])C.[K+].CCOC(C)=O.CO.Cl. (5) Given the product [NH2:39][C:5]1[C:4](=[O:24])[C:3]([O:2][CH3:1])=[CH:8][N:7]([C:9]2[C:19]([F:20])=[CH:18][C:12]3[O:13][C:14]([F:17])([F:16])[O:15][C:11]=3[CH:10]=2)[N:6]=1, predict the reactants needed to synthesize it. The reactants are: [CH3:1][O:2][C:3]1[C:4](=[O:24])[C:5](C(O)=O)=[N:6][N:7]([C:9]2[C:19]([F:20])=[CH:18][C:12]3[O:13][C:14]([F:17])([F:16])[O:15][C:11]=3[CH:10]=2)[CH:8]=1.C1C=CC(P([N:39]=[N+]=[N-])(C2C=CC=CC=2)=O)=CC=1.CCN(CC)CC.[OH-].[Na+]. (6) Given the product [NH2:30][C:29]1[C:24]2[CH:23]=[C:22]([C:21]3[N:20]([CH3:32])[CH:19]=[N:18][C:17]=3[C:13]3[CH:12]=[C:11]([NH:10][C:8]([NH:7][C:1]4[CH:6]=[CH:5][CH:4]=[CH:3][CH:2]=4)=[O:9])[CH:16]=[CH:15][CH:14]=3)[S:31][C:25]=2[N:26]=[CH:27][N:28]=1, predict the reactants needed to synthesize it. The reactants are: [C:1]1([N:7]=[C:8]=[O:9])[CH:6]=[CH:5][CH:4]=[CH:3][CH:2]=1.[NH2:10][C:11]1[CH:12]=[C:13]([C:17]2[N:18]=[CH:19][N:20]([CH3:32])[C:21]=2[C:22]2[S:31][C:25]3[N:26]=[CH:27][N:28]=[C:29]([NH2:30])[C:24]=3[CH:23]=2)[CH:14]=[CH:15][CH:16]=1. (7) Given the product [CH3:17][O:16][C:14](=[O:15])[CH2:13][N:7]([S:8]([CH3:11])(=[O:10])=[O:9])[C:1]1[CH:2]=[CH:3][CH:4]=[CH:5][CH:6]=1, predict the reactants needed to synthesize it. The reactants are: [C:1]1([NH:7][S:8]([CH3:11])(=[O:10])=[O:9])[CH:6]=[CH:5][CH:4]=[CH:3][CH:2]=1.Br[CH2:13][C:14]([O:16][CH3:17])=[O:15]. (8) Given the product [CH3:28][N:2]([CH3:1])[C:3]([C:5]1[C:6]2[CH:7]([OH:27])[C@H:8]([OH:26])[C@@H:9]([C:20]3[CH:25]=[CH:24][CH:23]=[CH:22][CH:21]=3)[NH:10][C:11]=2[C:12]2[N:17]=[C:16]([CH3:18])[N:15]([CH3:19])[C:13]=2[CH:14]=1)=[O:4], predict the reactants needed to synthesize it. The reactants are: [CH3:1][N:2]([CH3:28])[C:3]([C:5]1[C:6]2[C:7](=[O:27])[C@H:8]([OH:26])[C@@H:9]([C:20]3[CH:25]=[CH:24][CH:23]=[CH:22][CH:21]=3)[NH:10][C:11]=2[C:12]2[N:17]=[C:16]([CH3:18])[N:15]([CH3:19])[C:13]=2[CH:14]=1)=[O:4].[BH4-].[Na+].O.[Cl-].[NH4+].